Dataset: Human liver microsome stability data. Task: Regression/Classification. Given a drug SMILES string, predict its absorption, distribution, metabolism, or excretion properties. Task type varies by dataset: regression for continuous measurements (e.g., permeability, clearance, half-life) or binary classification for categorical outcomes (e.g., BBB penetration, CYP inhibition). Dataset: hlm. (1) The compound is CCS(=O)(=O)c1ccc(-c2cnc(N)c(-c3ccc(C(F)(F)F)nc3)n2)cc1. The result is 0 (unstable in human liver microsomes). (2) The molecule is COc1cccc(CN(CCN2CCCC2)C(=O)c2cc3ccc(-c4cn[nH]c4)nc3[nH]2)c1. The result is 1 (stable in human liver microsomes). (3) The molecule is COC(=O)c1ccc(COc2ccccc2CN2CCN(C(=O)CNC(=O)CC34CC5CC(CC(C5)C3)C4)CC2)cc1. The result is 1 (stable in human liver microsomes). (4) The drug is CC(C)n1ccnc1N=C(NC(=O)OC(C)(C)C)Nc1ccc(Cl)c(Cl)c1. The result is 0 (unstable in human liver microsomes). (5) The compound is CC(C)(C)c1cc(NC(=O)[C@@H]2CCCCN2C(=O)CC2CCOCC2)no1. The result is 0 (unstable in human liver microsomes). (6) The drug is N#Cc1ccccc1Cn1c(N2CCC[C@@H](N)C2)ncc(C#CCO)c1=O. The result is 0 (unstable in human liver microsomes). (7) The result is 0 (unstable in human liver microsomes). The molecule is COc1ccc2c(c1)C[C@H](C(=O)Nc1ccc(-c3cn[nH]c3)cc1OCC1CCN(C)CC1)NC2. (8) The drug is C[C@@H]1CN(c2ccc(F)cc2C(F)(F)F)CCN1S(=O)(=O)c1ccc(-c2nn[nH]n2)cc1. The result is 0 (unstable in human liver microsomes). (9) The drug is CN(C)C(=O)[C@@H]1Cc2ccccc2N1C(=O)CCN1CC2CCC(C1)C2c1ccccc1. The result is 1 (stable in human liver microsomes). (10) The compound is O=C(O)Cc1ccccc1OCCC1Oc2ccccc2N(CCCCCCF)C1=O. The result is 0 (unstable in human liver microsomes).